Dataset: Reaction yield outcomes from USPTO patents with 853,638 reactions. Task: Predict the reaction yield, written as a fraction of the theoretical maximum amount of product (1.0 means a 100% yield; for example, 0.34 means a 34% yield). (1) The catalyst is C(Cl)Cl.CCCCCC. The product is [Br:40][CH:35]([CH3:36])[CH2:34][CH2:33][C:29]1[CH:30]=[CH:31][CH:32]=[C:27]([C:26]([F:39])([F:38])[F:25])[CH:28]=1. The yield is 0.780. The reactants are N1C=CN=C1.C1(P(C2C=CC=CC=2)C2C=CC=CC=2)C=CC=CC=1.[F:25][C:26]([F:39])([F:38])[C:27]1[CH:28]=[C:29]([CH2:33][CH2:34][CH:35](O)[CH3:36])[CH:30]=[CH:31][CH:32]=1.[Br:40]Br. (2) The reactants are [CH3:1][C:2]1[CH:11]=[CH:10][C:5]([C:6]([O:8][CH3:9])=[O:7])=[CH:4][N:3]=1.C1C(=O)N([Br:19])C(=O)C1.CC(N=NC(C#N)(C)C)(C#N)C. The catalyst is C(Cl)(Cl)(Cl)Cl. The product is [Br:19][CH2:1][C:2]1[CH:11]=[CH:10][C:5]([C:6]([O:8][CH3:9])=[O:7])=[CH:4][N:3]=1. The yield is 0.222.